From a dataset of Reaction yield outcomes from USPTO patents with 853,638 reactions. Predict the reaction yield, written as a fraction of the theoretical maximum amount of product (1.0 means a 100% yield; for example, 0.34 means a 34% yield). (1) The reactants are [CH3:1][C:2]1[CH:7]=[CH:6][C:5]([O:8][CH2:9][CH2:10][CH3:11])=[C:4]([N+:12]([O-])=O)[CH:3]=1. The catalyst is [C].[Pd].C(O)C. The product is [CH3:1][C:2]1[CH:7]=[CH:6][C:5]([O:8][CH2:9][CH2:10][CH3:11])=[C:4]([CH:3]=1)[NH2:12]. The yield is 0.890. (2) The reactants are CS(O[CH2:6][C:7]1[CH:12]=[C:11]([C:13]([F:16])([F:15])[F:14])[CH:10]=[C:9]([N+:17]([O-:19])=[O:18])[CH:8]=1)(=O)=O.C(=O)([O-])[O-].[Cs+].[Cs+].[CH3:26][NH:27][CH3:28]. The catalyst is C(#N)C. The product is [CH3:26][N:27]([CH3:28])[CH2:6][C:7]1[CH:12]=[C:11]([C:13]([F:16])([F:15])[F:14])[CH:10]=[C:9]([N+:17]([O-:19])=[O:18])[CH:8]=1. The yield is 0.240.